Task: Predict the reactants needed to synthesize the given product.. Dataset: Full USPTO retrosynthesis dataset with 1.9M reactions from patents (1976-2016) (1) Given the product [Cl:12][C:13]1[CH:14]=[CH:15][C:16]([C:19]2([C:23]3[N:5]=[C:2]([CH3:3])[N:4]=[C:25]([OH:26])[CH:24]=3)[CH2:22][CH2:21][CH2:20]2)=[CH:17][CH:18]=1, predict the reactants needed to synthesize it. The reactants are: Cl.[C:2]([NH2:5])(=[NH:4])[CH3:3].CC(C)([O-])C.[K+].[Cl:12][C:13]1[CH:18]=[CH:17][C:16]([C:19]2([C:23](=O)[CH2:24][C:25](OC)=[O:26])[CH2:22][CH2:21][CH2:20]2)=[CH:15][CH:14]=1.[OH-].[Na+]. (2) Given the product [CH:1]([S:4]([CH2:7][C:8]1[CH:13]=[C:12]([N:14]2[CH2:19][CH2:18][O:17][CH2:16][C@@H:15]2[CH3:20])[N:11]=[C:10]([C:21]2[CH:22]=[CH:23][C:24]([NH2:27])=[CH:25][CH:26]=2)[N:9]=1)(=[O:5])=[O:6])([CH3:2])[CH3:3], predict the reactants needed to synthesize it. The reactants are: [CH:1]([S:4]([CH2:7][C:8]1[CH:13]=[C:12]([N:14]2[CH2:19][CH2:18][O:17][CH2:16][C@@H:15]2[CH3:20])[N:11]=[C:10]([C:21]2[CH:26]=[CH:25][C:24]([NH:27]C(=O)OC(C)(C)C)=[CH:23][CH:22]=2)[N:9]=1)(=[O:6])=[O:5])([CH3:3])[CH3:2].FC(F)(F)C(O)=O. (3) Given the product [OH:9][C:4]1[N:5]=[C:6]([CH3:8])[N:7]=[C:2]([N:21]2[CH2:22][CH2:23][C:17]3[C:16]([OH:25])=[N:15][C:14]([CH3:13])=[N:24][C:18]=3[CH2:19][CH2:20]2)[C:3]=1[N+:10]([O-:12])=[O:11], predict the reactants needed to synthesize it. The reactants are: Br[C:2]1[N:7]=[C:6]([CH3:8])[NH:5][C:4](=[O:9])[C:3]=1[N+:10]([O-:12])=[O:11].[CH3:13][C:14]1[N:15]=[C:16]([OH:25])[C:17]2[CH2:23][CH2:22][NH:21][CH2:20][CH2:19][C:18]=2[N:24]=1.C(N(CC)CC)C.